This data is from Peptide-MHC class I binding affinity with 185,985 pairs from IEDB/IMGT. The task is: Regression. Given a peptide amino acid sequence and an MHC pseudo amino acid sequence, predict their binding affinity value. This is MHC class I binding data. (1) The peptide sequence is VSSIFISFY. The MHC is HLA-A29:02 with pseudo-sequence HLA-A29:02. The binding affinity (normalized) is 0.307. (2) The peptide sequence is AAKKKGASL. The MHC is HLA-B08:02 with pseudo-sequence HLA-B08:02. The binding affinity (normalized) is 0.192.